This data is from NCI-60 drug combinations with 297,098 pairs across 59 cell lines. The task is: Regression. Given two drug SMILES strings and cell line genomic features, predict the synergy score measuring deviation from expected non-interaction effect. (1) Drug 1: CC1C(C(CC(O1)OC2CC(CC3=C2C(=C4C(=C3O)C(=O)C5=C(C4=O)C(=CC=C5)OC)O)(C(=O)C)O)N)O.Cl. Drug 2: C1C(C(OC1N2C=NC3=C2NC=NCC3O)CO)O. Cell line: MCF7. Synergy scores: CSS=16.4, Synergy_ZIP=-5.80, Synergy_Bliss=-3.70, Synergy_Loewe=-4.21, Synergy_HSA=-3.86. (2) Drug 1: CC1CCC2CC(C(=CC=CC=CC(CC(C(=O)C(C(C(=CC(C(=O)CC(OC(=O)C3CCCCN3C(=O)C(=O)C1(O2)O)C(C)CC4CCC(C(C4)OC)O)C)C)O)OC)C)C)C)OC. Drug 2: C1C(C(OC1N2C=NC3=C2NC=NCC3O)CO)O. Cell line: PC-3. Synergy scores: CSS=30.0, Synergy_ZIP=-1.64, Synergy_Bliss=-0.865, Synergy_Loewe=-41.2, Synergy_HSA=-0.136. (3) Drug 1: CNC(=O)C1=CC=CC=C1SC2=CC3=C(C=C2)C(=NN3)C=CC4=CC=CC=N4. Drug 2: CC1=C(C=C(C=C1)C(=O)NC2=CC(=CC(=C2)C(F)(F)F)N3C=C(N=C3)C)NC4=NC=CC(=N4)C5=CN=CC=C5. Cell line: UO-31. Synergy scores: CSS=-2.93, Synergy_ZIP=-0.0518, Synergy_Bliss=-2.49, Synergy_Loewe=-2.13, Synergy_HSA=-2.66. (4) Drug 1: C1CN(P(=O)(OC1)NCCCl)CCCl. Drug 2: N.N.Cl[Pt+2]Cl. Cell line: CCRF-CEM. Synergy scores: CSS=46.1, Synergy_ZIP=0.244, Synergy_Bliss=0.134, Synergy_Loewe=-17.9, Synergy_HSA=0.277. (5) Drug 2: C1CC(=O)NC(=O)C1N2C(=O)C3=CC=CC=C3C2=O. Synergy scores: CSS=-0.365, Synergy_ZIP=4.78, Synergy_Bliss=-2.44, Synergy_Loewe=-4.11, Synergy_HSA=-3.24. Drug 1: CC12CCC3C(C1CCC2O)C(CC4=C3C=CC(=C4)O)CCCCCCCCCS(=O)CCCC(C(F)(F)F)(F)F. Cell line: MDA-MB-231. (6) Drug 1: C1CC(=O)NC(=O)C1N2C(=O)C3=CC=CC=C3C2=O. Drug 2: CC1C(C(CC(O1)OC2CC(CC3=C2C(=C4C(=C3O)C(=O)C5=C(C4=O)C(=CC=C5)OC)O)(C(=O)CO)O)N)O.Cl. Cell line: OVCAR-5. Synergy scores: CSS=34.5, Synergy_ZIP=3.60, Synergy_Bliss=5.46, Synergy_Loewe=-20.8, Synergy_HSA=4.87.